Dataset: Reaction yield outcomes from USPTO patents with 853,638 reactions. Task: Predict the reaction yield, written as a fraction of the theoretical maximum amount of product (1.0 means a 100% yield; for example, 0.34 means a 34% yield). (1) The reactants are [Br-].[O:2]1[CH2:6][CH2:5][O:4][CH:3]1[CH2:7][P+](C1C=CC=CC=1)(C1C=CC=CC=1)C1C=CC=CC=1.CC(C)([O-])C.[K+].[F:33][C:34]1[CH:35]=[C:36]([CH:39]=[C:40]([F:42])[CH:41]=1)[CH:37]=O.O. The catalyst is O1CCCC1.C(O)C.[Pd]. The product is [O:2]1[CH2:6][CH2:5][O:4][CH:3]1[CH2:7][CH2:37][C:36]1[CH:35]=[C:34]([F:33])[CH:41]=[C:40]([F:42])[CH:39]=1. The yield is 0.875. (2) The reactants are [CH:1]1[C:10]2CCCC[C:5]=2C=C[C:2]=1[OH:11].O.Cl[C:14]1[C:15](=O)[C:16](C#N)=[C:17]([C:22]#[N:23])[C:18](=[O:21])[C:19]=1Cl. The catalyst is O1CCOCC1. The product is [OH:21][C:18]1[C:17]([C:22]#[N:23])=[CH:16][C:15]2[C:2](=[O:11])[CH2:1][CH2:10][CH2:5][C:14]=2[CH:19]=1. The yield is 0.400.